From a dataset of Catalyst prediction with 721,799 reactions and 888 catalyst types from USPTO. Predict which catalyst facilitates the given reaction. (1) Reactant: [NH:1]1[CH:5]=[CH:4][N:3]=[C:2]1[CH2:6][N:7]([CH2:14][C:15]1[CH:23]=[CH:22][C:18]([C:19](O)=[O:20])=[CH:17][CH:16]=1)[CH2:8][C:9]1[NH:10][CH:11]=[CH:12][N:13]=1.[CH2:24]([O:31][C:32]([NH:34][CH2:35][CH2:36][CH2:37][CH2:38][NH2:39])=[O:33])[C:25]1[CH:30]=[CH:29][CH:28]=[CH:27][CH:26]=1.CCN=C=NCCCN(C)C.Cl.C1C=CC2N(O)N=NC=2C=1. Product: [NH:3]1[CH:4]=[CH:5][N:1]=[C:2]1[CH2:6][N:7]([CH2:14][C:15]1[CH:16]=[CH:17][C:18]([C:19]([NH:39][CH2:38][CH2:37][CH2:36][CH2:35][NH:34][C:32]([O:31][CH2:24][C:25]2[CH:30]=[CH:29][CH:28]=[CH:27][CH:26]=2)=[O:33])=[O:20])=[CH:22][CH:23]=1)[CH2:8][C:9]1[NH:13][CH:12]=[CH:11][N:10]=1. The catalyst class is: 3. (2) Reactant: [Br:1][C:2]1[CH:10]=[C:9]2[C:5]([CH2:6][CH2:7][C:8]2=O)=[CH:4][CH:3]=1.[CH3:12][NH:13][CH3:14].C(O[BH-](OC(=O)C)OC(=O)C)(=O)C.[Na+]. Product: [Br:1][C:2]1[CH:10]=[C:9]2[C:5]([CH2:6][CH2:7][CH:8]2[N:13]([CH3:14])[CH3:12])=[CH:4][CH:3]=1. The catalyst class is: 26. (3) Reactant: [OH:1][C:2]1[CH:11]=[CH:10][CH:9]=[C:8]2[C:3]=1[CH:4]=[CH:5][N:6]=[CH:7]2.C1(=O)O[CH2:15][CH2:14][O:13]1.C([O-])([O-])=O.[K+].[K+]. Product: [CH:7]1[C:8]2[C:3](=[C:2]([O:1][CH2:15][CH2:14][OH:13])[CH:11]=[CH:10][CH:9]=2)[CH:4]=[CH:5][N:6]=1. The catalyst class is: 479. (4) The catalyst class is: 12. Reactant: C(OC([N:8]1[CH2:13][CH2:12][CH:11]([NH:14][C:15]2[N:20]=[C:19]([O:21][CH3:22])[N:18]=[C:17]([O:23][CH3:24])[N:16]=2)[CH2:10][CH2:9]1)=O)(C)(C)C.[ClH:25]. Product: [ClH:25].[ClH:25].[CH3:22][O:21][C:19]1[N:18]=[C:17]([O:23][CH3:24])[N:16]=[C:15]([NH:14][CH:11]2[CH2:12][CH2:13][NH:8][CH2:9][CH2:10]2)[N:20]=1. (5) Reactant: Cl.[NH2:2][CH2:3][C:4](=[O:17])[C:5]([C:8]1[CH:9]=[CH:10][C:11]([F:16])=[C:12]([CH:15]=1)[C:13]#[N:14])([CH3:7])[CH3:6].CCN(CC)CC.[F:25][C:26]1[CH:31]=[CH:30][C:29]([N:32]=[C:33]=[S:34])=[CH:28][C:27]=1[O:35][CH3:36]. Product: [C:13]([C:12]1[CH:15]=[C:8]([C:5]([CH3:7])([CH3:6])[C:4](=[O:17])[CH2:3][NH:2][C:33]([NH:32][C:29]2[CH:30]=[CH:31][C:26]([F:25])=[C:27]([O:35][CH3:36])[CH:28]=2)=[S:34])[CH:9]=[CH:10][C:11]=1[F:16])#[N:14]. The catalyst class is: 2.